This data is from Full USPTO retrosynthesis dataset with 1.9M reactions from patents (1976-2016). The task is: Predict the reactants needed to synthesize the given product. (1) Given the product [CH3:28][CH:22]([CH2:23][C:24]([CH3:27])([CH3:26])[CH3:25])[CH2:21][CH2:20][CH:15]([NH:14][C:12]([C:3]1[C:2]([NH:1][C:30]([NH:29][C:32]2[C:33]([CH3:40])=[CH:34][C:35]([CH3:39])=[CH:36][C:37]=2[CH3:38])=[O:31])=[CH:11][C:10]2[C:5](=[CH:6][CH:7]=[CH:8][CH:9]=2)[CH:4]=1)=[O:13])[C:16]([O:18][CH3:19])=[O:17], predict the reactants needed to synthesize it. The reactants are: [NH2:1][C:2]1[C:3]([C:12]([NH:14][CH:15]([CH2:20][CH2:21][CH:22]([CH3:28])[CH2:23][C:24]([CH3:27])([CH3:26])[CH3:25])[C:16]([O:18][CH3:19])=[O:17])=[O:13])=[CH:4][C:5]2[C:10]([CH:11]=1)=[CH:9][CH:8]=[CH:7][CH:6]=2.[N:29]([C:32]1[C:37]([CH3:38])=[CH:36][C:35]([CH3:39])=[CH:34][C:33]=1[CH3:40])=[C:30]=[O:31]. (2) Given the product [Cl:1][C:2]1[N:6]([CH3:7])[N:5]=[C:4]([CH3:8])[C:3]=1[CH2:9][OH:10], predict the reactants needed to synthesize it. The reactants are: [Cl:1][C:2]1[N:6]([CH3:7])[N:5]=[C:4]([CH3:8])[C:3]=1[C:9](O)=[O:10].S(Cl)(Cl)=O. (3) Given the product [CH:1]1([C@H:7]([NH:12][C:13]([C:15]2[CH:19]=[C:18]([C:20]3[CH:21]=[CH:22][C:23]([F:26])=[CH:24][CH:25]=3)[S:17][C:16]=2[NH:27][C:28]([NH:30][C:31]2[C:32]([Cl:38])=[CH:33][CH:34]=[CH:35][C:36]=2[Cl:37])=[O:29])=[O:14])[C:8]([OH:10])=[O:9])[CH2:6][CH2:5][CH2:4][CH2:3][CH2:2]1, predict the reactants needed to synthesize it. The reactants are: [CH:1]1([C@H:7]([NH:12][C:13]([C:15]2[CH:19]=[C:18]([C:20]3[CH:25]=[CH:24][C:23]([F:26])=[CH:22][CH:21]=3)[S:17][C:16]=2[NH:27][C:28]([NH:30][C:31]2[C:36]([Cl:37])=[CH:35][CH:34]=[CH:33][C:32]=2[Cl:38])=[O:29])=[O:14])[C:8]([O:10]C)=[O:9])[CH2:6][CH2:5][CH2:4][CH2:3][CH2:2]1.[OH-].[Li+]. (4) Given the product [CH:20]([O:19][CH:13]([CH2:12][C:6]1[CH:7]=[CH:8][C:9]([O:10][CH3:11])=[C:4]([CH2:3][CH2:2][O:1][C:32]([NH:31][C:27]2[CH:28]=[CH:29][CH:30]=[C:25]([O:24][CH3:23])[CH:26]=2)=[O:33])[CH:5]=1)[C:14]([OH:16])=[O:15])([CH3:21])[CH3:22], predict the reactants needed to synthesize it. The reactants are: [OH:1][CH2:2][CH2:3][C:4]1[CH:5]=[C:6]([CH2:12][CH:13]([O:19][CH:20]([CH3:22])[CH3:21])[C:14]([O:16]CC)=[O:15])[CH:7]=[CH:8][C:9]=1[O:10][CH3:11].[CH3:23][O:24][C:25]1[CH:26]=[C:27]([N:31]=[C:32]=[O:33])[CH:28]=[CH:29][CH:30]=1. (5) Given the product [Cl:1][C:2]1[CH:3]=[CH:4][C:5]2[N:6]([C:8]([CH3:26])=[C:9]([N:11]([CH2:38][C:37]3[CH:40]=[CH:41][C:34]([F:33])=[C:35]([C:42]([F:45])([F:43])[F:44])[CH:36]=3)[S:12]([C:15]3[CH:16]=[CH:17][C:18]([N:21]4[CH:25]=[CH:24][CH:23]=[N:22]4)=[CH:19][CH:20]=3)(=[O:14])=[O:13])[N:10]=2)[CH:7]=1, predict the reactants needed to synthesize it. The reactants are: [Cl:1][C:2]1[CH:3]=[CH:4][C:5]2[N:6]([C:8]([CH3:26])=[C:9]([NH:11][S:12]([C:15]3[CH:20]=[CH:19][C:18]([N:21]4[CH:25]=[CH:24][CH:23]=[N:22]4)=[CH:17][CH:16]=3)(=[O:14])=[O:13])[N:10]=2)[CH:7]=1.C([O-])([O-])=O.[Na+].[Na+].[F:33][C:34]1[CH:41]=[CH:40][C:37]([CH2:38]Br)=[CH:36][C:35]=1[C:42]([F:45])([F:44])[F:43]. (6) Given the product [C:1]([NH:5][CH2:8][CH2:7][C:6]([O:10][CH3:11])=[O:9])([CH3:4])([CH3:3])[CH3:2], predict the reactants needed to synthesize it. The reactants are: [C:1]([NH2:5])([CH3:4])([CH3:3])[CH3:2].[C:6]([O:10][CH3:11])(=[O:9])[CH:7]=[CH2:8].